Dataset: Forward reaction prediction with 1.9M reactions from USPTO patents (1976-2016). Task: Predict the product of the given reaction. Given the reactants [C:1]([C:3]1([OH:10])[CH2:8][CH2:7][N:6]([CH3:9])[CH2:5][CH2:4]1)#[CH:2].[CH3:11][CH2:12][CH2:13][CH2:14][SnH:15]([CH2:20][CH2:21][CH2:22][CH3:23])[CH2:16][CH2:17][CH2:18][CH3:19], predict the reaction product. The product is: [CH3:9][N:6]1[CH2:7][CH2:8][C:3](/[CH:1]=[CH:2]/[Sn:15]([CH2:16][CH2:17][CH2:18][CH3:19])([CH2:20][CH2:21][CH2:22][CH3:23])[CH2:14][CH2:13][CH2:12][CH3:11])([OH:10])[CH2:4][CH2:5]1.